Dataset: Catalyst prediction with 721,799 reactions and 888 catalyst types from USPTO. Task: Predict which catalyst facilitates the given reaction. (1) The catalyst class is: 3. Reactant: CS([O:5][CH2:6][CH:7](O)[CH2:8][C:9]1[C:10]([C:16]2[NH:17][C:18]3[C:23]([CH:24]=2)=[C:22]([F:25])[CH:21]=[CH:20][CH:19]=3)=[N:11][C:12]([Cl:15])=[CH:13][CH:14]=1)(=O)=O.[H-].[Na+].O. Product: [Cl:15][C:12]1[CH:13]=[CH:14][C:9]2[CH2:8][CH:7]([CH2:6][OH:5])[N:17]3[C:18]4[CH:19]=[CH:20][CH:21]=[C:22]([F:25])[C:23]=4[CH:24]=[C:16]3[C:10]=2[N:11]=1. (2) Reactant: Cl[C:2]1[CH:3]=[C:4]([C:15]([NH:17][CH2:18][C:19]2[C:20](=[O:27])[NH:21][C:22]([CH3:26])=[CH:23][C:24]=2[CH3:25])=[O:16])[C:5]2[C:10]([CH3:11])=[N:9][N:8]([CH:12]([CH3:14])[CH3:13])[C:6]=2[N:7]=1.[CH3:28][NH:29][S:30]([C:33]1[CH:38]=[CH:37][C:36](B(O)O)=[CH:35][CH:34]=1)(=[O:32])=[O:31].C(=O)(O)[O-].[Na+].O. Product: [CH3:25][C:24]1[CH:23]=[C:22]([CH3:26])[NH:21][C:20](=[O:27])[C:19]=1[CH2:18][NH:17][C:15]([C:4]1[C:5]2[C:10]([CH3:11])=[N:9][N:8]([CH:12]([CH3:14])[CH3:13])[C:6]=2[N:7]=[C:2]([C:36]2[CH:35]=[CH:34][C:33]([S:30]([NH:29][CH3:28])(=[O:31])=[O:32])=[CH:38][CH:37]=2)[CH:3]=1)=[O:16]. The catalyst class is: 600. (3) The catalyst class is: 25. Product: [N:10]1[CH:9]=[CH:8][N:6]2[C:5]=1[CH:4]=[CH:3][C:2]([N:19]1[CH2:20][CH2:21][N:16]([C:15](=[O:22])[C@@H:14]([NH:23][C:24](=[O:30])[O:25][C:26]([CH3:29])([CH3:28])[CH3:27])[CH2:13][CH:12]([CH3:31])[CH3:11])[CH2:17][CH2:18]1)=[N:7]2. Reactant: F[C:2]1[CH:3]=[CH:4][C:5]2[N:6]([CH:8]=[CH:9][N:10]=2)[N:7]=1.[CH3:11][CH:12]([CH3:31])[CH2:13][C@H:14]([NH:23][C:24](=[O:30])[O:25][C:26]([CH3:29])([CH3:28])[CH3:27])[C:15](=[O:22])[N:16]1[CH2:21][CH2:20][NH:19][CH2:18][CH2:17]1.C(O)(C)C. (4) Reactant: FC(F)(F)C(O)=O.[CH3:8][N:9]([CH3:66])[CH:10]1[CH2:15][CH2:14][CH:13]([NH:16][C:17]([C:19]2[CH:24]=[CH:23][C:22]([C:25]3[CH:30]=[CH:29][C:28]([CH2:31][C@H:32]([NH:47][C:48]([C@H:50]4[CH2:55][CH2:54][C@H:53]([CH2:56][NH:57]C(=O)OC(C)(C)C)[CH2:52][CH2:51]4)=[O:49])[C:33](=[O:46])[NH:34][C:35]4[CH:40]=[CH:39][C:38]([C:41]5[N:42]=[N:43][NH:44][N:45]=5)=[CH:37][CH:36]=4)=[CH:27][CH:26]=3)=[C:21]([CH3:65])[CH:20]=2)=[O:18])[CH2:12][CH2:11]1.[ClH:67]. Product: [ClH:67].[NH2:57][CH2:56][C@H:53]1[CH2:54][CH2:55][C@H:50]([C:48]([NH:47][C@H:32]([C:33](=[O:46])[NH:34][C:35]2[CH:36]=[CH:37][C:38]([C:41]3[N:42]=[N:43][NH:44][N:45]=3)=[CH:39][CH:40]=2)[CH2:31][C:28]2[CH:27]=[CH:26][C:25]([C:22]3[CH:23]=[CH:24][C:19]([C:17]([NH:16][CH:13]4[CH2:12][CH2:11][CH:10]([N:9]([CH3:66])[CH3:8])[CH2:15][CH2:14]4)=[O:18])=[CH:20][C:21]=3[CH3:65])=[CH:30][CH:29]=2)=[O:49])[CH2:51][CH2:52]1. The catalyst class is: 12. (5) Reactant: C([N:3]([CH2:6][CH3:7])CC)C.[Br-].[Li+].C(CP(=O)(OCC)OCC)#N.O=[C:22]1[CH2:27][O:26][CH:25]([C:28]([O:30][CH3:31])=[O:29])[CH2:24][CH2:23]1. The catalyst class is: 1. Product: [C:6]([CH:7]=[C:22]1[CH2:27][O:26][CH:25]([C:28]([O:30][CH3:31])=[O:29])[CH2:24][CH2:23]1)#[N:3].